Task: Predict the product of the given reaction.. Dataset: Forward reaction prediction with 1.9M reactions from USPTO patents (1976-2016) (1) Given the reactants [S:1]1[C:5]2[CH:6]=[CH:7][CH:8]=[CH:9][C:4]=2[N:3]=[C:2]1[CH2:10][O:11][C:12]1[CH:37]=[CH:36][C:15]2[N:16]([CH2:28][C:29]3[CH:34]=[CH:33][C:32](Br)=[CH:31][CH:30]=3)[C:17]([C@H:19]3[CH2:24][CH2:23][CH2:22][CH2:21][C@H:20]3[C:25]([OH:27])=[O:26])=[N:18][C:14]=2[CH:13]=1.[F:38][C:39]([F:50])([F:49])[C:40]1[N:45]=[CH:44][C:43](B(O)O)=[CH:42][CH:41]=1, predict the reaction product. The product is: [S:1]1[C:5]2[CH:6]=[CH:7][CH:8]=[CH:9][C:4]=2[N:3]=[C:2]1[CH2:10][O:11][C:12]1[CH:37]=[CH:36][C:15]2[N:16]([CH2:28][C:29]3[CH:34]=[CH:33][C:32]([C:43]4[CH:44]=[N:45][C:40]([C:39]([F:50])([F:49])[F:38])=[CH:41][CH:42]=4)=[CH:31][CH:30]=3)[C:17]([C@H:19]3[CH2:24][CH2:23][CH2:22][CH2:21][C@H:20]3[C:25]([OH:27])=[O:26])=[N:18][C:14]=2[CH:13]=1. (2) Given the reactants [CH3:1][C@H:2]1[CH2:6][S:5](=[O:8])(=[O:7])[NH:4][CH2:3]1.Br[C:10]1[CH:15]=[CH:14][C:13]([C:16]([N:18]2[CH2:23][CH2:22][N:21]([C:24]3[C:29]([CH3:30])=[CH:28][C:27]([CH3:31])=[CH:26][N:25]=3)[CH2:20][CH2:19]2)=[O:17])=[C:12]([F:32])[CH:11]=1, predict the reaction product. The product is: [CH3:30][C:29]1[C:24]([N:21]2[CH2:22][CH2:23][N:18]([C:16]([C:13]3[CH:14]=[CH:15][C:10]([N:4]4[CH2:3][C@@H:2]([CH3:1])[CH2:6][S:5]4(=[O:8])=[O:7])=[CH:11][C:12]=3[F:32])=[O:17])[CH2:19][CH2:20]2)=[N:25][CH:26]=[C:27]([CH3:31])[CH:28]=1. (3) Given the reactants [OH:1][C:2]([CH3:35])([CH3:34])[CH2:3][C@:4]1([C:28]2[CH:33]=[CH:32][CH:31]=[CH:30][CH:29]=2)[CH2:9]C[N:7]([C@H:10]([C:12]2[CH:17]=[CH:16][C:15](B3OC(C)(C)C(C)(C)O3)=[CH:14][CH:13]=2)[CH3:11])[C:6](=O)[CH2:5]1.I[C:37]1[CH:42]=[CH:41][N:40]([CH3:43])[C:39](=[O:44])[CH:38]=1.[C:45]([O-:48])([O-])=O.[Cs+].[Cs+], predict the reaction product. The product is: [OH:1][C:2]([CH3:34])([CH3:35])[CH2:3][C@:4]1([C:28]2[CH:29]=[CH:30][CH:31]=[CH:32][CH:33]=2)[CH2:5][CH2:6][N:7]([C@H:10]([C:12]2[CH:17]=[CH:16][C:15]([C:37]3[CH:42]=[CH:41][N:40]([CH3:43])[C:39](=[O:44])[CH:38]=3)=[CH:14][CH:13]=2)[CH3:11])[C:45](=[O:48])[CH2:9]1.